The task is: Predict which catalyst facilitates the given reaction.. This data is from Catalyst prediction with 721,799 reactions and 888 catalyst types from USPTO. (1) Reactant: [NH2:1][C:2]1[C:10]2[C:5](=[C:6]([C:12]3[C:13]([C@@H:31]([NH:41]C(=O)OC(C)(C)C)[CH2:32][C:33]4[CH:38]=[C:37]([F:39])[CH:36]=[C:35]([F:40])[CH:34]=4)=[N:14][C:15]([C:18]#[C:19][C:20]([O:23][Si](C(C)(C)C)(C)C)([CH3:22])[CH3:21])=[CH:16][CH:17]=3)[CH:7]=[CH:8][C:9]=2[Cl:11])[N:4]([CH3:49])[N:3]=1.CCN(C(C)C)C(C)C.Cl[C:60]([O:62][CH3:63])=[O:61].FC(F)(F)C(O)=O. Product: [NH2:41][C@H:31]([C:13]1[C:12]([C:6]2[CH:7]=[CH:8][C:9]([Cl:11])=[C:10]3[C:5]=2[N:4]([CH3:49])[N:3]=[C:2]3[NH:1][C:60](=[O:61])[O:62][CH3:63])=[CH:17][CH:16]=[C:15]([C:18]#[C:19][C:20]([OH:23])([CH3:22])[CH3:21])[N:14]=1)[CH2:32][C:33]1[CH:34]=[C:35]([F:40])[CH:36]=[C:37]([F:39])[CH:38]=1. The catalyst class is: 4. (2) Reactant: [CH3:1][O:2][C:3](=[O:22])[CH2:4][C:5]1[C:6]2[CH:20]=[C:19]([CH3:21])[S:18][C:7]=2[N:8](C(OC(C)(C)C)=O)[C:9]=1[CH3:10]. Product: [CH3:21][C:19]1[S:18][C:7]2[NH:8][C:9]([CH3:10])=[C:5]([CH2:4][C:3]([O:2][CH3:1])=[O:22])[C:6]=2[CH:20]=1. The catalyst class is: 2. (3) Reactant: [NH2:1][CH2:2][CH2:3][CH2:4][O:5][C:6]1[CH:7]=[CH:8][C:9]2[C:10]3[N:19]([CH2:20][CH:21]([CH3:23])[CH3:22])[C:18]([CH2:24][CH2:25][CH3:26])=[N:17][C:11]=3[C:12]([NH2:16])=[N:13][C:14]=2[CH:15]=1.[F:27][C:28]1[CH:33]=[CH:32][C:31]([S:34]([N:37]=[C:38]=[O:39])(=[O:36])=[O:35])=[CH:30][CH:29]=1. Product: [NH2:16][C:12]1[C:11]2[N:17]=[C:18]([CH2:24][CH2:25][CH3:26])[N:19]([CH2:20][CH:21]([CH3:22])[CH3:23])[C:10]=2[C:9]2[CH:8]=[CH:7][C:6]([O:5][CH2:4][CH2:3][CH2:2][NH:1][C:38]([NH:37][S:34]([C:31]3[CH:32]=[CH:33][C:28]([F:27])=[CH:29][CH:30]=3)(=[O:35])=[O:36])=[O:39])=[CH:15][C:14]=2[N:13]=1. The catalyst class is: 22. (4) Reactant: [Cl:1][C:2]1[CH:3]=[C:4]([CH:10]=[C:11]([F:39])[C:12]=1[CH2:13][S:14][C:15]1[N:16]([C:32]2[CH:37]=[CH:36][C:35]([F:38])=[CH:34][CH:33]=2)[C:17]([C:20]([C:23]2[CH:28]=[CH:27][C:26]([F:29])=[C:25]([O:30][CH3:31])[CH:24]=2)([CH3:22])[CH3:21])=[CH:18][N:19]=1)[O:5][CH2:6][CH2:7][CH2:8][OH:9].CCN(C(C)C)C(C)C.[CH3:49][S:50](Cl)(=[O:52])=[O:51]. Product: [CH3:49][S:50]([O:9][CH2:8][CH2:7][CH2:6][O:5][C:4]1[CH:10]=[C:11]([F:39])[C:12]([CH2:13][S:14][C:15]2[N:16]([C:32]3[CH:33]=[CH:34][C:35]([F:38])=[CH:36][CH:37]=3)[C:17]([C:20]([C:23]3[CH:28]=[CH:27][C:26]([F:29])=[C:25]([O:30][CH3:31])[CH:24]=3)([CH3:22])[CH3:21])=[CH:18][N:19]=2)=[C:2]([Cl:1])[CH:3]=1)(=[O:52])=[O:51]. The catalyst class is: 2. (5) Reactant: [CH3:1][O:2][C:3](=[O:30])[C:4]1[CH:9]=[CH:8][C:7]([C:10]([N:12]2[CH2:17][CH2:16][C:15]([NH:19]C(OCC3C=CC=CC=3)=O)([CH3:18])[CH2:14][CH2:13]2)=[O:11])=[CH:6][CH:5]=1.I[Si](C)(C)C. Product: [CH3:1][O:2][C:3](=[O:30])[C:4]1[CH:5]=[CH:6][C:7]([C:10]([N:12]2[CH2:13][CH2:14][C:15]([NH2:19])([CH3:18])[CH2:16][CH2:17]2)=[O:11])=[CH:8][CH:9]=1. The catalyst class is: 10. (6) The catalyst class is: 323. Product: [C:1]1([CH3:4])[CH:3]=[C:36]([CH3:35])[CH:31]=[C:32]([CH3:33])[C:2]=1[B:21]([C:22]1[C:27]([CH3:28])=[CH:26][C:25]([CH3:29])=[CH:24][C:23]=1[CH3:30])[C:7]1[CH:12]=[CH:11][C:10]([C:13]2[CH:18]=[CH:17][C:16]([B:21]([C:31]3[C:36]([CH3:37])=[CH:35][C:34]([CH3:38])=[CH:33][C:32]=3[CH3:39])[C:22]3[C:27]([CH3:28])=[CH:26][C:25]([CH3:29])=[CH:24][C:23]=3[CH3:30])=[CH:15][CH:14]=2)=[CH:9][CH:8]=1. Reactant: [C:1]([Li])([CH3:4])([CH3:3])[CH3:2].Br[C:7]1[CH:12]=[CH:11][C:10]([C:13]2[CH:18]=[CH:17][C:16](Br)=[CH:15][CH:14]=2)=[CH:9][CH:8]=1.F[B:21]([C:31]1[C:36]([CH3:37])=[CH:35][C:34]([CH3:38])=[CH:33][C:32]=1[CH3:39])[C:22]1[C:27]([CH3:28])=[CH:26][C:25]([CH3:29])=[CH:24][C:23]=1[CH3:30].